Predict the product of the given reaction. From a dataset of Forward reaction prediction with 1.9M reactions from USPTO patents (1976-2016). (1) Given the reactants [CH2:1]([CH:3]([C:6]1[C:7]2[N:8]([C:13](I)=[C:14]([CH3:16])[N:15]=2)[N:9]=[C:10]([CH3:12])[CH:11]=1)[CH2:4][CH3:5])[CH3:2].[CH3:18][C:19]1[C:23]2[CH:24]=[CH:25][CH:26]=[CH:27][C:22]=2[S:21][CH:20]=1.C1(P(C2C=CC=CC=2)C2C=CC=CC=2)C=CC=CC=1.C(=O)([O-])[O-].[Cs+].[Cs+], predict the reaction product. The product is: [CH2:1]([CH:3]([C:6]1[C:7]2[N:8]([C:13]([C:20]3[S:21][C:22]4[CH:27]=[CH:26][CH:25]=[CH:24][C:23]=4[C:19]=3[CH3:18])=[C:14]([CH3:16])[N:15]=2)[N:9]=[C:10]([CH3:12])[CH:11]=1)[CH2:4][CH3:5])[CH3:2]. (2) Given the reactants Br[C:2]1[C:3](=[O:10])[N:4]([CH3:9])[N:5]=[C:6]([Cl:8])[CH:7]=1.[CH3:11][S:12]([C:15]1[CH:16]=[CH:17][C:18]([NH2:21])=[N:19][CH:20]=1)(=[O:14])=[O:13].C1(P(C2C=CC=CC=2)C2C3OC4C(=CC=CC=4P(C4C=CC=CC=4)C4C=CC=CC=4)C(C)(C)C=3C=CC=2)C=CC=CC=1.C(=O)([O-])[O-].[Cs+].[Cs+], predict the reaction product. The product is: [Cl:8][C:6]1[CH:7]=[C:2]([NH:21][C:18]2[CH:17]=[CH:16][C:15]([S:12]([CH3:11])(=[O:14])=[O:13])=[CH:20][N:19]=2)[C:3](=[O:10])[N:4]([CH3:9])[N:5]=1. (3) Given the reactants [CH3:1][O:2][Si:3]([CH2:8][CH2:9][C:10]1[CH:15]=[CH:14][CH:13]=[CH:12][N:11]=1)([O:6][CH3:7])[O:4][CH3:5].[F:16][C:17]([F:24])([F:23])[S:18]([O:21]C)(=[O:20])=[O:19], predict the reaction product. The product is: [F:16][C:17]([F:24])([F:23])[S:18]([O-:21])(=[O:20])=[O:19].[CH3:1][O:2][Si:3]([CH2:8][CH2:9][C:10]1[CH:15]=[CH:14][CH:13]=[CH:12][N+:11]=1[CH3:17])([O:6][CH3:7])[O:4][CH3:5]. (4) Given the reactants [O:1]([CH3:3])[Na].C[O:5][C:6](=[O:36])[CH2:7][C@H:8]1[C:12]2[CH:13]=[CH:14][C:15]([O:17][C@H:18]3[C:26]4[C:21](=[C:22]([O:28][C:29]5[N:30]=[N:31][C:32](Cl)=[CH:33][CH:34]=5)[CH:23]=[CH:24][C:25]=4[F:27])[CH2:20][CH2:19]3)=[CH:16][C:11]=2[O:10][CH2:9]1.[OH-].[Na+], predict the reaction product. The product is: [F:27][C:25]1[CH:24]=[CH:23][C:22]([O:28][C:29]2[N:30]=[N:31][C:32]([O:1][CH3:3])=[CH:33][CH:34]=2)=[C:21]2[C:26]=1[C@H:18]([O:17][C:15]1[CH:14]=[CH:13][C:12]3[C@H:8]([CH2:7][C:6]([OH:36])=[O:5])[CH2:9][O:10][C:11]=3[CH:16]=1)[CH2:19][CH2:20]2. (5) Given the reactants [CH3:1][O:2][C:3]1[CH:4]=[C:5]([CH:9]=[C:10]([O:12][CH3:13])[CH:11]=1)[C:6](Cl)=[O:7].[CH3:14][O:15][C:16]1[CH:21]=[CH:20][CH:19]=[CH:18][C:17]=1[O:22][CH3:23].[Cl-].[Al+3].[Cl-].[Cl-].COC1C=C(C(C2C=CC(OC)=CC=2)=CC#N)C=CC=1OC, predict the reaction product. The product is: [CH3:14][O:15][C:16]1[CH:21]=[C:20]([C:6]([C:5]2[CH:4]=[C:3]([O:2][CH3:1])[CH:11]=[C:10]([O:12][CH3:13])[CH:9]=2)=[O:7])[CH:19]=[CH:18][C:17]=1[O:22][CH3:23].